This data is from Full USPTO retrosynthesis dataset with 1.9M reactions from patents (1976-2016). The task is: Predict the reactants needed to synthesize the given product. (1) Given the product [Br:1][C:2]1[CH:3]=[CH:4][C:5]([CH:8]([CH:19]2[CH2:22][CH2:21][CH2:20]2)[CH2:9][C:10]([C:12]2[CH:13]=[CH:14][C:15](=[O:18])[N:16]([CH3:25])[CH:17]=2)=[O:11])=[CH:6][CH:7]=1, predict the reactants needed to synthesize it. The reactants are: [Br:1][C:2]1[CH:7]=[CH:6][C:5]([CH:8]([CH:19]2[CH2:22][CH2:21][CH2:20]2)[CH2:9][C:10]([C:12]2[CH:13]=[CH:14][C:15](=[O:18])[NH:16][CH:17]=2)=[O:11])=[CH:4][CH:3]=1.IC.[C:25](=O)([O-])[O-].[K+].[K+]. (2) Given the product [NH2:6][C:9]1([CH3:27])[CH2:15][CH2:14][CH2:13][N:12]([S:16]([C:19]2[CH:26]=[CH:25][CH:24]=[CH:23][C:20]=2[C:21]#[N:22])(=[O:18])=[O:17])[CH2:11][CH2:10]1, predict the reactants needed to synthesize it. The reactants are: C1COCC1.[N:6]([C:9]1([CH3:27])[CH2:15][CH2:14][CH2:13][N:12]([S:16]([C:19]2[CH:26]=[CH:25][CH:24]=[CH:23][C:20]=2[C:21]#[N:22])(=[O:18])=[O:17])[CH2:11][CH2:10]1)=[N+]=[N-].C1C=CC(P(C2C=CC=CC=2)C2C=CC=CC=2)=CC=1.